Task: Predict the reactants needed to synthesize the given product.. Dataset: Full USPTO retrosynthesis dataset with 1.9M reactions from patents (1976-2016) Given the product [C:1]([OH:4])(=[O:3])[CH3:2].[C:5]([C:8]1[CH:9]=[CH:10][C:11]([C:14]2[CH:19]=[CH:18][CH:17]=[C:16]([C:21]3[NH:25][C:24]4[CH:26]=[CH:27][C:28]([C:30]([NH2:32])=[NH:31])=[CH:29][C:23]=4[N:22]=3)[CH:15]=2)=[CH:12][CH:13]=1)(=[NH:6])[NH2:7], predict the reactants needed to synthesize it. The reactants are: [C:1]([OH:4])(=[O:3])[CH3:2].[C:5]([C:8]1[CH:13]=[CH:12][C:11]([C:14]2[CH:19]=[CH:18][C:17](O)=[C:16]([C:21]3[NH:25][C:24]4[CH:26]=[CH:27][C:28]([C:30]([NH2:32])=[NH:31])=[CH:29][C:23]=4[N:22]=3)[CH:15]=2)=[CH:10][CH:9]=1)(=[NH:7])[NH2:6].ONC(C1C=CC2NC(C3C=C(C4C=CC(C(=N)NO)=CC=4)C=CC=3)=NC=2C=1)=N.